Dataset: Reaction yield outcomes from USPTO patents with 853,638 reactions. Task: Predict the reaction yield, written as a fraction of the theoretical maximum amount of product (1.0 means a 100% yield; for example, 0.34 means a 34% yield). (1) The reactants are [CH3:1][C:2]1[CH:3]=[C:4]([CH:40]=[CH:41][C:42]=1[N+:43]([O-])=O)[O:5][CH2:6][CH2:7][CH2:8][CH2:9][Si:10]([CH3:39])([CH3:38])[O:11][Si:12]([CH3:37])([CH3:36])[O:13][Si:14]([CH3:35])([CH3:34])[O:15][Si:16]([CH2:19][CH2:20][CH2:21][CH2:22][O:23][C:24]1[CH:29]=[CH:28][C:27]([N+:30]([O-])=O)=[C:26]([CH3:33])[CH:25]=1)([CH3:18])[CH3:17].[H][H]. No catalyst specified. The product is [NH2:43][C:42]1[CH:41]=[CH:40][C:4]([O:5][CH2:6][CH2:7][CH2:8][CH2:9][Si:10]([CH3:39])([CH3:38])[O:11][Si:12]([CH3:36])([CH3:37])[O:13][Si:14]([CH3:35])([CH3:34])[O:15][Si:16]([CH2:19][CH2:20][CH2:21][CH2:22][O:23][C:24]2[CH:29]=[CH:28][C:27]([NH2:30])=[C:26]([CH3:33])[CH:25]=2)([CH3:17])[CH3:18])=[CH:3][C:2]=1[CH3:1]. The yield is 0.990. (2) The reactants are [NH2:1][C:2]1[CH:7]=[CH:6][C:5]([C:8]2[CH:14]=[CH:13][C:11]([NH2:12])=[CH:10][CH:9]=2)=[CH:4][CH:3]=1.CN(C)C=O.O1CCCC1.O.C(=O)([O-])[O-].[K+].[K+].[C:32](O[C:32]([O:34][C:35]([CH3:38])([CH3:37])[CH3:36])=[O:33])([O:34][C:35]([CH3:38])([CH3:37])[CH3:36])=[O:33]. The catalyst is O. The product is [NH2:1][C:2]1[CH:3]=[CH:4][C:5]([C:8]2[CH:14]=[CH:13][C:11]([NH:12][C:32](=[O:33])[O:34][C:35]([CH3:38])([CH3:37])[CH3:36])=[CH:10][CH:9]=2)=[CH:6][CH:7]=1. The yield is 0.970. (3) The reactants are [H-].[Na+].[C:3](=[O:10])([O:7][CH2:8][CH3:9])OCC.[Cl:11][C:12]1[CH:17]=[CH:16][CH:15]=[CH:14][C:13]=1[C:18](=[O:20])[CH3:19].C(O)C. The catalyst is C1COCC1. The product is [Cl:11][C:12]1[CH:17]=[CH:16][CH:15]=[CH:14][C:13]=1[C:18](=[O:20])[CH2:19][C:3]([O:7][CH2:8][CH3:9])=[O:10]. The yield is 0.340.